Task: Binary Classification. Given a T-cell receptor sequence (or CDR3 region) and an epitope sequence, predict whether binding occurs between them.. Dataset: TCR-epitope binding with 47,182 pairs between 192 epitopes and 23,139 TCRs (1) The epitope is FPRPWLHGL. The TCR CDR3 sequence is CSARDSGRGIENYEQYF. Result: 0 (the TCR does not bind to the epitope). (2) The epitope is LLLGIGILV. The TCR CDR3 sequence is CSVWGNEQYF. Result: 0 (the TCR does not bind to the epitope). (3) The epitope is AVFDRKSDAK. The TCR CDR3 sequence is CASSSHGNQPQHF. Result: 1 (the TCR binds to the epitope). (4) The epitope is TPQDLNTML. The TCR CDR3 sequence is CSVTGTSYEQYF. Result: 0 (the TCR does not bind to the epitope). (5) The TCR CDR3 sequence is CASSSPLTSGRLNEQFF. The epitope is RLFRKSNLK. Result: 0 (the TCR does not bind to the epitope).